From a dataset of Catalyst prediction with 721,799 reactions and 888 catalyst types from USPTO. Predict which catalyst facilitates the given reaction. (1) Reactant: [CH:1]1([CH2:4][N:5]2[CH2:10][CH2:9][N:8]([C:11]3[CH:16]=[CH:15][CH:14]=[CH:13][C:12]=3[C:17]3(O)[CH2:22][C:21]([CH3:24])([CH3:23])[CH2:20][C:19]([CH3:26])([CH3:25])[CH2:18]3)[CH2:7][CH2:6]2)[CH2:3][CH2:2]1.FC(F)(F)C(O)=O.C(=O)([O-])[O-].[K+].[K+]. Product: [CH:1]1([CH2:4][N:5]2[CH2:6][CH2:7][N:8]([C:11]3[CH:16]=[CH:15][CH:14]=[CH:13][C:12]=3[C:17]3[CH2:22][C:21]([CH3:24])([CH3:23])[CH2:20][C:19]([CH3:26])([CH3:25])[CH:18]=3)[CH2:9][CH2:10]2)[CH2:2][CH2:3]1. The catalyst class is: 6. (2) Reactant: NC(N)=[S:3].Br[C:6]([CH:9]1[CH2:14][CH2:13][CH2:12][CH2:11][CH2:10]1)([CH3:8])[CH3:7]. Product: [CH:9]1([C:6]([SH:3])([CH3:8])[CH3:7])[CH2:14][CH2:13][CH2:12][CH2:11][CH2:10]1. The catalyst class is: 5. (3) Reactant: [OH-].[Na+].[CH2:3]([O:5][CH:6]([O:13][CH2:14][CH3:15])[CH2:7][C:8]([O:10]CC)=[O:9])[CH3:4].Cl. Product: [CH2:14]([O:13][CH:6]([O:5][CH2:3][CH3:4])[CH2:7][C:8]([OH:10])=[O:9])[CH3:15]. The catalyst class is: 6. (4) Reactant: C([Li])(C)(C)C.Br[C:7]1[CH:16]=[CH:15][C:14]2[C:9](=[CH:10][CH:11]=[C:12]([O:17][CH3:18])[CH:13]=2)[CH:8]=1.[CH2:19]1[O:21][CH2:20]1.[NH4+].[Cl-]. Product: [CH3:18][O:17][C:12]1[CH:13]=[C:14]2[C:9](=[CH:10][CH:11]=1)[CH:8]=[C:7]([CH2:19][CH2:20][OH:21])[CH:16]=[CH:15]2. The catalyst class is: 116. (5) Reactant: [NH2:1][C@H:2]1[C:11]2[C:6](=[CH:7][CH:8]=[C:9]([N:12]3[CH2:17][CH2:16][O:15][CH2:14][CH2:13]3)[CH:10]=2)[N:5]([C:18](=[O:20])[CH3:19])[C@@H:4]([CH2:21][CH3:22])[C@@H:3]1[CH3:23].Br[C:25]1[CH:30]=[CH:29][C:28]([F:31])=[CH:27][N:26]=1.CN(C1C(C2C(P(C3CCCCC3)C3CCCCC3)=CC=CC=2)=CC=CC=1)C.CC(C)([O-])C.[Na+]. Product: [CH2:21]([C@H:4]1[C@H:3]([CH3:23])[C@@H:2]([NH:1][C:25]2[CH:30]=[CH:29][C:28]([F:31])=[CH:27][N:26]=2)[C:11]2[C:6](=[CH:7][CH:8]=[C:9]([N:12]3[CH2:13][CH2:14][O:15][CH2:16][CH2:17]3)[CH:10]=2)[N:5]1[C:18](=[O:20])[CH3:19])[CH3:22]. The catalyst class is: 62. (6) Reactant: [K].[K].[C:3]12([C:13]3[CH:18]=[C:17]([C:19]45[CH2:28][CH:23]6[CH2:24][CH:25]([CH2:27][CH:21]([CH2:22]6)[CH2:20]4)[CH2:26]5)[C:16]([O:29][C:30]4[CH:35]=[CH:34][C:33]([C:36]([OH:38])=[O:37])=[CH:32][CH:31]=4)=[CH:15][C:14]=3[O:39][C:40]3[CH:45]=[CH:44][C:43]([C:46]([OH:48])=[O:47])=[CH:42][CH:41]=3)[CH2:12][CH:7]3[CH2:8][CH:9]([CH2:11][CH:5]([CH2:6]3)[CH2:4]1)[CH2:10]2.[Cl:49]CCCl.S(Cl)([Cl:55])=O.C1(C=CC(O)=CC=1)O. Product: [Cl-:49].[Cl-:55].[C:3]12([C:13]3[CH:18]=[C:17]([C:19]45[CH2:20][CH:21]6[CH2:27][CH:25]([CH2:24][CH:23]([CH2:22]6)[CH2:28]4)[CH2:26]5)[C:16]([O:29][C:30]4[CH:31]=[CH:32][C:33]([C:36]([OH:38])=[O:37])=[CH:34][CH:35]=4)=[CH:15][C:14]=3[O:39][C:40]3[CH:45]=[CH:44][C:43]([C:46]([OH:48])=[O:47])=[CH:42][CH:41]=3)[CH2:12][CH:7]3[CH2:8][CH:9]([CH2:11][CH:5]([CH2:6]3)[CH2:4]1)[CH2:10]2. The catalyst class is: 9. (7) Reactant: [Cl:1][C:2]1[N:7]=[C:6]2[S:8][C:9](I)=[CH:10][C:5]2=[CH:4][CH:3]=1.[Cu][C:13]#[N:14]. Product: [Cl:1][C:2]1[N:7]=[C:6]2[S:8][C:9]([C:13]#[N:14])=[CH:10][C:5]2=[CH:4][CH:3]=1. The catalyst class is: 3.